Dataset: Reaction yield outcomes from USPTO patents with 853,638 reactions. Task: Predict the reaction yield, written as a fraction of the theoretical maximum amount of product (1.0 means a 100% yield; for example, 0.34 means a 34% yield). (1) The product is [C:13]1([CH:11]([C:6]2([N:1]3[CH2:5][CH2:4][CH2:3][CH2:2]3)[CH2:7][CH2:8][CH2:9][CH2:10]2)[NH2:12])[CH:18]=[CH:17][CH:16]=[CH:15][CH:14]=1. The yield is 0.560. The catalyst is C(OCCCC)CCC.C1COCC1.CO. The reactants are [N:1]1([C:6]2([C:11]#[N:12])[CH2:10][CH2:9][CH2:8][CH2:7]2)[CH2:5][CH2:4][CH2:3][CH2:2]1.[C:13]1([Li])[CH:18]=[CH:17][CH:16]=[CH:15][CH:14]=1.[BH4-].[Na+].NC(C1C=CC=CC=1)C1(N(C)C)CCCC1. (2) The reactants are FC(F)(F)S([O-])(=O)=O.[Li+].[F:10][C:11]([F:16])([F:15])[C@@H:12]1[O:14][CH2:13]1.[CH2:17]([NH2:24])[C:18]1[CH:23]=[CH:22][CH:21]=[CH:20][CH:19]=1. The catalyst is CC#N. The product is [CH2:17]([NH:24][CH2:13][C@@H:12]([OH:14])[C:11]([F:16])([F:15])[F:10])[C:18]1[CH:23]=[CH:22][CH:21]=[CH:20][CH:19]=1. The yield is 0.790. (3) The yield is 0.270. The reactants are [CH3:1][C:2]1[CH:16]=[N:15][C:5]2[NH:6][C:7]3[CH2:8][CH:9]([CH3:14])[CH2:10][C:11](=[O:13])[C:12]=3[C:4]=2[CH:3]=1.C1C=CC(N=NC2C=CC(N)=NC=2N)=CC=1.Cl.Br.C(=O)(O)[O-].[Na+]. The catalyst is C(#N)C. The product is [CH3:1][C:2]1[CH:16]=[N:15][C:5]2[NH:6][C:7]3[CH:8]=[C:9]([CH3:14])[CH:10]=[C:11]([OH:13])[C:12]=3[C:4]=2[CH:3]=1. (4) The reactants are [F:1][C:2]([F:17])([F:16])[C:3]1[CH:8]=[CH:7][C:6]([C:9]2[N:14]=[N:13][C:12]([NH2:15])=[CH:11][CH:10]=2)=[CH:5][CH:4]=1.[H-].[Na+].CS(O[CH:25]([C:29]1[CH:39]=[CH:38][C:32]([C:33]([O:35][CH2:36][CH3:37])=[O:34])=[CH:31][CH:30]=1)[CH2:26][CH2:27][CH3:28])(=O)=O. The catalyst is CN(C)C=O.C(OCC)(=O)C. The product is [F:17][C:2]([F:1])([F:16])[C:3]1[CH:4]=[CH:5][C:6]([C:9]2[N:14]=[N:13][C:12]([NH:15][CH:25]([C:29]3[CH:39]=[CH:38][C:32]([C:33]([O:35][CH2:36][CH3:37])=[O:34])=[CH:31][CH:30]=3)[CH2:26][CH2:27][CH3:28])=[CH:11][CH:10]=2)=[CH:7][CH:8]=1. The yield is 0.100.